From a dataset of Catalyst prediction with 721,799 reactions and 888 catalyst types from USPTO. Predict which catalyst facilitates the given reaction. (1) Reactant: Cl.[CH3:2][O:3][C:4](=[O:38])[C:5]1[CH:10]=[CH:9][C:8]([O:11][C:12]2[CH:17]=[CH:16][C:15]([CH2:18][C@H:19]([NH2:37])[C:20]3[N:21]([CH2:33][CH2:34][CH2:35][CH3:36])[CH:22]=[C:23]([C:25]4[CH:30]=[CH:29][C:28]([Cl:31])=[CH:27][C:26]=4[Cl:32])[N:24]=3)=[CH:14][CH:13]=2)=[CH:7][CH:6]=1.[C:39]1(=[O:45])[O:44][C:42](=[O:43])[CH2:41][CH2:40]1.CCN(C(C)C)C(C)C.C(O)(=O)CC(CC(O)=O)(C(O)=O)O. Product: [CH3:2][O:3][C:4](=[O:38])[C:5]1[CH:6]=[CH:7][C:8]([O:11][C:12]2[CH:13]=[CH:14][C:15]([CH2:18][C@@H:19]([C:20]3[N:21]([CH2:33][CH2:34][CH2:35][CH3:36])[CH:22]=[C:23]([C:25]4[CH:30]=[CH:29][C:28]([Cl:31])=[CH:27][C:26]=4[Cl:32])[N:24]=3)[NH:37][C:39](=[O:45])[CH2:40][CH2:41][C:42]([OH:44])=[O:43])=[CH:16][CH:17]=2)=[CH:9][CH:10]=1. The catalyst class is: 3. (2) Reactant: [CH3:1][O:2][C:3](=[O:15])[CH2:4][C:5]1[CH:14]=[CH:13][C:8]([C:9]([O:11][CH3:12])=[O:10])=[CH:7][CH:6]=1.[CH2:16](Br)[C:17]#[CH:18].C(O)(=O)C.O. Product: [CH3:1][O:2][C:3](=[O:15])[CH:4]([CH2:18][C:17]#[CH:16])[C:5]1[CH:14]=[CH:13][C:8]([C:9]([O:11][CH3:12])=[O:10])=[CH:7][CH:6]=1. The catalyst class is: 1. (3) Reactant: [Br:1][C:2]1[CH:15]=[C:14]2[C:5]([O:6][C:7]3[C:8]([F:24])=[CH:9][C:10]([O:22][CH3:23])=[CH:11][C:12]=3[C@@:13]32[CH2:20][CH2:19][S:18][C:17]([NH2:21])=[N:16]3)=[CH:4][CH:3]=1.[C:25](=[O:28])(O)[O-:26].[Na+]. Product: [C:12]([O:26][C:25](=[O:28])[NH:21][C:17]1[S:18][CH2:19][CH2:20][C@@:13]2([N:16]=1)[C:12]1[CH:11]=[C:10]([O:22][CH3:23])[CH:9]=[C:8]([F:24])[C:7]=1[O:6][C:5]1[C:14]2=[CH:15][C:2]([Br:1])=[CH:3][CH:4]=1)([CH3:13])([CH3:11])[CH3:7]. The catalyst class is: 155. (4) Reactant: [CH3:1][O:2][C:3]([C:5]1[N:6]=C[O:8][C:9]=1[C:10]1[CH:15]=[CH:14][C:13]([C:16]2[CH:21]=[CH:20][CH:19]=[CH:18][CH:17]=2)=[CH:12][CH:11]=1)=[O:4].[ClH:22]. Product: [ClH:22].[CH3:1][O:2][C:3](=[O:4])[CH:5]([NH2:6])[C:9]([C:10]1[CH:15]=[CH:14][C:13]([C:16]2[CH:21]=[CH:20][CH:19]=[CH:18][CH:17]=2)=[CH:12][CH:11]=1)=[O:8]. The catalyst class is: 138.